From a dataset of Catalyst prediction with 721,799 reactions and 888 catalyst types from USPTO. Predict which catalyst facilitates the given reaction. (1) Reactant: C([N:14]1[CH2:17][CH:16]([C:18]2[O:19][C:20]3[CH:27]=[CH:26][CH:25]=[CH:24][C:21]=3[C:22]=2[CH3:23])[CH2:15]1)(C1C=CC=CC=1)C1C=CC=CC=1.[Cl:28]C(OC(Cl)C)=O.CCO. Product: [ClH:28].[CH3:23][C:22]1[C:21]2[CH:24]=[CH:25][CH:26]=[CH:27][C:20]=2[O:19][C:18]=1[CH:16]1[CH2:15][NH:14][CH2:17]1. The catalyst class is: 2. (2) Reactant: [Cl:1][C:2]1[CH:10]=[C:9]2[C:5]([C:6]([NH:16][C:17]3[CH:22]=[CH:21][N:20]=[CH:19][CH:18]=3)=[C:7]([C:11]([O:13][CH2:14][CH3:15])=[O:12])[NH:8]2)=[CH:4][CH:3]=1.CC(C)([O-])C.[K+].O1CCCC1.Cl[CH2:35][C:36]([N:38]([CH2:41][CH3:42])[CH2:39][CH3:40])=[O:37]. Product: [CH2:14]([O:13][C:11]([C:7]1[N:8]([CH2:35][C:36](=[O:37])[N:38]([CH2:41][CH3:42])[CH2:39][CH3:40])[C:9]2[C:5]([C:6]=1[NH:16][C:17]1[CH:18]=[CH:19][N:20]=[CH:21][CH:22]=1)=[CH:4][CH:3]=[C:2]([Cl:1])[CH:10]=2)=[O:12])[CH3:15]. The catalyst class is: 9. (3) Reactant: Cl[C:2]1[N:7]([CH3:8])[C:6](=[O:9])[N:5]([CH3:10])[C:4](=[O:11])[C:3]=1[CH:12]=[O:13].C(N(CC)CC)C.[C:21]1([N:27]2[CH2:32][CH2:31][NH:30][CH2:29][CH2:28]2)[CH:26]=[CH:25][CH:24]=[CH:23][CH:22]=1. Product: [CH3:8][N:7]1[C:2]([N:30]2[CH2:31][CH2:32][N:27]([C:21]3[CH:26]=[CH:25][CH:24]=[CH:23][CH:22]=3)[CH2:28][CH2:29]2)=[C:3]([CH:12]=[O:13])[C:4](=[O:11])[N:5]([CH3:10])[C:6]1=[O:9]. The catalyst class is: 4. (4) Reactant: [O:1]1[CH2:3][C@@H:2]1[CH2:4][N:5]1[C:13](=[O:14])[C:12]2[C:7](=[CH:8][CH:9]=[CH:10][CH:11]=2)[C:6]1=[O:15].[N:16]([C:19]1[CH:24]=[CH:23][C:22]([N:25]2[CH2:30][CH2:29][O:28][CH2:27][C:26]2=[O:31])=[CH:21][CH:20]=1)=[C:17]=[O:18].[Br-].[Li+]. Product: [O:18]=[C:17]1[N:16]([C:19]2[CH:24]=[CH:23][C:22]([N:25]3[CH2:30][CH2:29][O:28][CH2:27][C:26]3=[O:31])=[CH:21][CH:20]=2)[CH2:3][C@H:2]([CH2:4][N:5]2[C:13](=[O:14])[C:12]3[C:7](=[CH:8][CH:9]=[CH:10][CH:11]=3)[C:6]2=[O:15])[O:1]1. The catalyst class is: 194.